From a dataset of Full USPTO retrosynthesis dataset with 1.9M reactions from patents (1976-2016). Predict the reactants needed to synthesize the given product. (1) Given the product [CH2:1]([N:8]1[C:16]2[C:11](=[CH:12][C:13]([NH:17][C:18]3[N:19]=[CH:20][N:21]=[C:22]([NH:34][C:35]4[CH:36]=[C:37]([NH:41][C:42](=[O:45])[CH:43]=[CH2:44])[CH:38]=[CH:39][CH:40]=4)[N:23]=3)=[CH:14][CH:15]=2)[CH:10]=[N:9]1)[C:2]1[CH:7]=[CH:6][CH:5]=[CH:4][CH:3]=1, predict the reactants needed to synthesize it. The reactants are: [CH2:1]([N:8]1[C:16]2[C:11](=[CH:12][C:13]([NH:17][C:18]3[N:23]=[C:22](Cl)[N:21]=[CH:20][N:19]=3)=[CH:14][CH:15]=2)[CH:10]=[N:9]1)[C:2]1[CH:7]=[CH:6][CH:5]=[CH:4][CH:3]=1.CCN(C(C)C)C(C)C.[NH2:34][C:35]1[CH:36]=[C:37]([NH:41][C:42](=[O:45])[CH:43]=[CH2:44])[CH:38]=[CH:39][CH:40]=1. (2) Given the product [CH3:27][C:24]1[CH:25]=[CH:26][C:21]([O:20][CH2:19][CH:15]2[CH2:16][CH2:17][CH2:18][NH:14]2)=[C:22]([C:28]([C:30]2[CH:35]=[CH:34][CH:33]=[CH:32][CH:31]=2)=[CH2:29])[CH:23]=1, predict the reactants needed to synthesize it. The reactants are: C(=O)([O-])[O-].[K+].[K+].C(OC([N:14]1[CH2:18][CH2:17][CH2:16][CH:15]1[CH2:19][O:20][C:21]1[CH:26]=[CH:25][C:24]([CH3:27])=[CH:23][C:22]=1[C:28]([C:30]1[CH:35]=[CH:34][CH:33]=[CH:32][CH:31]=1)=[CH2:29])=O)(C)(C)C.COC1C=CC(C)=CC=1C(C1C=CC=CC=1)=O.C1(P(C2C=CC=CC=2)C2C=CC=CC=2)C=CC=CC=1. (3) Given the product [CH:6]([C@H:9]1[CH2:10][CH2:11][C@H:12]([NH:15][C:16]2[N:25]=[CH:24][C:23]([CH2:26][C:27]3[CH:28]=[N:29][C:30]([OH:33])=[CH:31][CH:32]=3)=[C:22]3[C:17]=2[CH:18]=[CH:19][CH:20]=[N:21]3)[CH2:13][CH2:14]1)([CH3:8])[CH3:7], predict the reactants needed to synthesize it. The reactants are: C[Si](I)(C)C.[CH:6]([C@H:9]1[CH2:14][CH2:13][C@H:12]([NH:15][C:16]2[N:25]=[CH:24][C:23]([CH2:26][C:27]3[CH:28]=[N:29][C:30]([O:33]C)=[CH:31][CH:32]=3)=[C:22]3[C:17]=2[CH:18]=[CH:19][CH:20]=[N:21]3)[CH2:11][CH2:10]1)([CH3:8])[CH3:7].CCOC(C)=O.C([O-])(O)=O.[Na+]. (4) The reactants are: [Br:1][C:2]1[CH:7]=[C:6]([CH:8]=O)[CH:5]=[CH:4][N:3]=1.[S].[CH3:11][C:12]([N:14]([CH3:16])C)=O. Given the product [Br:1][C:2]1[CH:7]=[C:6]([C:8]2[N:14]([CH3:16])[C:12]3[CH:11]=[CH:5][CH:6]=[CH:7][C:2]=3[N:3]=2)[CH:5]=[CH:4][N:3]=1, predict the reactants needed to synthesize it. (5) Given the product [N:1]1[C:10]2[C:5](=[CH:6][CH:7]=[CH:8][CH:9]=2)[CH:4]=[N:3][CH:2]=1, predict the reactants needed to synthesize it. The reactants are: [NH:1]1[C:10]2[C:5](=[CH:6][CH:7]=[CH:8][CH:9]=2)[CH:4]=[N:3][C:2]1=O.O=S(Cl)Cl.